Dataset: NCI-60 drug combinations with 297,098 pairs across 59 cell lines. Task: Regression. Given two drug SMILES strings and cell line genomic features, predict the synergy score measuring deviation from expected non-interaction effect. (1) Drug 1: C1=CC(=CC=C1CCC2=CNC3=C2C(=O)NC(=N3)N)C(=O)NC(CCC(=O)O)C(=O)O. Drug 2: CC1CCC2CC(C(=CC=CC=CC(CC(C(=O)C(C(C(=CC(C(=O)CC(OC(=O)C3CCCCN3C(=O)C(=O)C1(O2)O)C(C)CC4CCC(C(C4)OC)O)C)C)O)OC)C)C)C)OC. Cell line: RPMI-8226. Synergy scores: CSS=39.9, Synergy_ZIP=-11.8, Synergy_Bliss=-16.2, Synergy_Loewe=-7.35, Synergy_HSA=-6.09. (2) Drug 1: CC(C1=C(C=CC(=C1Cl)F)Cl)OC2=C(N=CC(=C2)C3=CN(N=C3)C4CCNCC4)N. Drug 2: CC12CCC(CC1=CCC3C2CCC4(C3CC=C4C5=CN=CC=C5)C)O. Cell line: IGROV1. Synergy scores: CSS=8.73, Synergy_ZIP=-2.08, Synergy_Bliss=4.66, Synergy_Loewe=3.80, Synergy_HSA=4.27.